Dataset: Forward reaction prediction with 1.9M reactions from USPTO patents (1976-2016). Task: Predict the product of the given reaction. (1) Given the reactants C([O:8][C:9]1[CH:14]=[C:13]([CH2:15][CH:16]2[CH2:20][CH2:19][CH2:18][CH2:17]2)[CH:12]=[CH:11][C:10]=1[N:21]1[S:25](=[O:27])(=[O:26])[NH:24][C:23](=[O:28])[CH2:22]1)C1C=CC=CC=1.O, predict the reaction product. The product is: [CH:16]1([CH2:15][C:13]2[CH:12]=[CH:11][C:10]([N:21]3[S:25](=[O:27])(=[O:26])[NH:24][C:23](=[O:28])[CH2:22]3)=[C:9]([OH:8])[CH:14]=2)[CH2:17][CH2:18][CH2:19][CH2:20]1. (2) Given the reactants [CH:1]1([C:4]2[NH:8][C:7]3[CH:9]=[C:10]([C:27]4[C:28]([CH3:33])=[N:29][O:30][C:31]=4[CH3:32])[CH:11]=[C:12]([C:13]([C:21]4C=CC=C[CH:22]=4)([C:15]4C=NC=C[CH:20]=4)O)[C:6]=3[N:5]=2)[CH2:3][CH2:2]1, predict the reaction product. The product is: [CH:1]1([C:4]2[NH:8][C:7]3[CH:9]=[C:10]([C:27]4[C:28]([CH3:33])=[N:29][O:30][C:31]=4[CH3:32])[CH:11]=[C:12]([CH:13]([CH2:15][CH3:20])[CH2:21][CH3:22])[C:6]=3[N:5]=2)[CH2:3][CH2:2]1. (3) Given the reactants [Cl:1][C:2]1[C:3](=[O:15])[NH:4][C:5](=[O:14])[C:6]=1[C:7]1[CH:12]=[CH:11][C:10]([Cl:13])=[CH:9][CH:8]=1.[NH2:16][C:17]1[CH:18]=[N:19][CH:20]=[CH:21][CH:22]=1, predict the reaction product. The product is: [Cl-:1].[NH2:16][C:17]1[CH:18]=[N+:19]([C:2]2[C:3](=[O:15])[NH:4][C:5](=[O:14])[C:6]=2[C:7]2[CH:12]=[CH:11][C:10]([Cl:13])=[CH:9][CH:8]=2)[CH:20]=[CH:21][CH:22]=1. (4) Given the reactants [C:1]1([C:14]2[CH:15]=[C:16](Br)[CH:17]=[C:18]([C:20]3[C:32]4[NH:31][C:30]5[C:25](=[CH:26][CH:27]=[CH:28][CH:29]=5)[C:24]=4[CH:23]=[CH:22][CH:21]=3)[CH:19]=2)[C:13]2[NH:12][C:11]3[C:6](=[CH:7][CH:8]=[CH:9][CH:10]=3)[C:5]=2[CH:4]=[CH:3][CH:2]=1.C([Li])CCC.[B:39](OC)([O:42]C)[O:40]C.Cl, predict the reaction product. The product is: [C:1]1([C:14]2[CH:15]=[C:16]([B:39]([OH:42])[OH:40])[CH:17]=[C:18]([C:20]3[C:32]4[NH:31][C:30]5[C:25](=[CH:26][CH:27]=[CH:28][CH:29]=5)[C:24]=4[CH:23]=[CH:22][CH:21]=3)[CH:19]=2)[C:13]2[NH:12][C:11]3[C:6](=[CH:7][CH:8]=[CH:9][CH:10]=3)[C:5]=2[CH:4]=[CH:3][CH:2]=1. (5) Given the reactants C(OC([N:8]1[CH2:13][CH2:12][CH:11]([NH:14][C:15]([NH:17][C:18]2[N:50]=[C:21]3[C:22]([C:40]4[CH:45]=[CH:44][CH:43]=[C:42]([C:46]([F:49])([F:48])[F:47])[CH:41]=4)=[C:23]([CH3:39])[C:24]([C:26]4[N:27]([C:31]5[CH:36]=[CH:35][C:34]([C:37]#[N:38])=[CH:33][CH:32]=5)[N:28]=[CH:29][CH:30]=4)=[CH:25][N:20]3[N:19]=2)=[O:16])[CH2:10][CH2:9]1)=O)(C)(C)C.C(O)(C(F)(F)F)=O.C1(C)C=CC=CC=1, predict the reaction product. The product is: [C:37]([C:34]1[CH:33]=[CH:32][C:31]([N:27]2[C:26]([C:24]3[C:23]([CH3:39])=[C:22]([C:40]4[CH:45]=[CH:44][CH:43]=[C:42]([C:46]([F:49])([F:47])[F:48])[CH:41]=4)[C:21]4[N:20]([N:19]=[C:18]([NH:17][C:15]([NH:14][CH:11]5[CH2:10][CH2:9][NH:8][CH2:13][CH2:12]5)=[O:16])[N:50]=4)[CH:25]=3)=[CH:30][CH:29]=[N:28]2)=[CH:36][CH:35]=1)#[N:38].